From a dataset of Forward reaction prediction with 1.9M reactions from USPTO patents (1976-2016). Predict the product of the given reaction. (1) The product is: [CH:31]([N:14]([CH2:13][C@H:11]1[CH2:12][NH:8][CH2:9][C@@H:10]1[O:34][C:36](=[O:37])[NH:35][CH2:38][C:39]1[CH:44]=[CH:43][CH:42]=[CH:41][CH:40]=1)[C:15](=[O:30])[C:16]1[CH:21]=[CH:20][C:19]([O:22][CH3:23])=[C:18]([O:24][CH2:25][CH2:26][CH2:27][O:28][CH3:29])[CH:17]=1)([CH3:33])[CH3:32]. Given the reactants C(OC([N:8]1[CH2:12][C@H:11]([CH2:13][N:14]([CH:31]([CH3:33])[CH3:32])[C:15](=[O:30])[C:16]2[CH:21]=[CH:20][C:19]([O:22][CH3:23])=[C:18]([O:24][CH2:25][CH2:26][CH2:27][O:28][CH3:29])[CH:17]=2)[C@@H:10]([OH:34])[CH2:9]1)=O)(C)(C)C.[N:35]([CH2:38][C:39]1[CH:44]=[CH:43][CH:42]=[CH:41][CH:40]=1)=[C:36]=[O:37].CC#N.O.CC#N, predict the reaction product. (2) Given the reactants [NH2:1][C:2]1[C:11]2[C:6](=[C:7](Br)[CH:8]=[CH:9][CH:10]=2)[N:5]=[N:4][C:3]=1[C:13]([NH:15][CH2:16][CH2:17][CH3:18])=[O:14].[CH:19]1[C:28]2[C:23](=[CH:24][CH:25]=[CH:26][CH:27]=2)[CH:22]=[CH:21][C:20]=1B(O)O, predict the reaction product. The product is: [NH2:1][C:2]1[C:11]2[C:6](=[C:7]([C:21]3[CH:20]=[CH:19][C:28]4[C:23](=[CH:24][CH:25]=[CH:26][CH:27]=4)[CH:22]=3)[CH:8]=[CH:9][CH:10]=2)[N:5]=[N:4][C:3]=1[C:13]([NH:15][CH2:16][CH2:17][CH3:18])=[O:14]. (3) Given the reactants [C:1]([O:5][C:6]([N:8]1[CH2:13][CH2:12][N:11]([CH2:14][C:15]2[CH:20]=[CH:19][C:18]([C:21]([O:23]CC)=[O:22])=[CH:17][C:16]=2[O:26][C:27]([F:30])([F:29])[F:28])[CH2:10][CH2:9]1)=[O:7])([CH3:4])([CH3:3])[CH3:2].C(OC(N1CCN(CC2C=CC(C(O)=O)=CC=2C(F)(F)F)CC1)=O)(C)(C)C, predict the reaction product. The product is: [C:1]([O:5][C:6]([N:8]1[CH2:9][CH2:10][N:11]([CH2:14][C:15]2[CH:20]=[CH:19][C:18]([C:21]([OH:23])=[O:22])=[CH:17][C:16]=2[O:26][C:27]([F:29])([F:30])[F:28])[CH2:12][CH2:13]1)=[O:7])([CH3:4])([CH3:2])[CH3:3]. (4) Given the reactants [Si]([O:8][C@H:9]1[CH2:14][CH2:13][C@H:12]([N:15]2[CH:19]=[C:18](B3OC(C)(C)C(C)(C)O3)[CH:17]=[N:16]2)[CH2:11][CH2:10]1)(C(C)(C)C)(C)C.Br[C:30]1[CH:31]=[C:32]2[C:38]([C@@H:39]([C:41]3[C:46]([O:47][CH3:48])=[CH:45][CH:44]=[C:43]([F:49])[C:42]=3[Cl:50])[CH3:40])=[N:37][NH:36][C:33]2=[N:34][CH:35]=1.C(=O)([O-])[O-].[K+].[K+], predict the reaction product. The product is: [Cl:50][C:42]1[C:43]([F:49])=[CH:44][CH:45]=[C:46]([O:47][CH3:48])[C:41]=1[C@H:39]([C:38]1[C:32]2[C:33](=[N:34][CH:35]=[C:30]([C:18]3[CH:17]=[N:16][N:15]([C@H:12]4[CH2:11][CH2:10][C@H:9]([OH:8])[CH2:14][CH2:13]4)[CH:19]=3)[CH:31]=2)[NH:36][N:37]=1)[CH3:40]. (5) Given the reactants [Cl:1][C:2]1[CH:3]=[CH:4][C:5]([NH:8][C:9](=[O:32])[C:10]2[CH:15]=[CH:14][CH:13]=[CH:12][C:11]=2[NH:16][CH2:17][CH:18]2[CH2:23][CH2:22][N:21]([C:24]3[CH:29]=[CH:28][N:27]=[CH:26][C:25]=3C#N)[CH2:20][CH2:19]2)=[N:6][CH:7]=1.C([N:35]([CH2:38]C)CC)C.Cl.[NH2:41][OH:42], predict the reaction product. The product is: [Cl:1][C:2]1[CH:3]=[CH:4][C:5]([NH:8][C:9](=[O:32])[C:10]2[CH:15]=[CH:14][CH:13]=[CH:12][C:11]=2[NH:16][CH2:17][CH:18]2[CH2:23][CH2:22][N:21]([C:24]3[CH:29]=[CH:28][N:27]=[C:26]([C:38](=[NH:35])[NH:41][OH:42])[CH:25]=3)[CH2:20][CH2:19]2)=[N:6][CH:7]=1. (6) Given the reactants [I-].[CH2:2]([O:4][C:5]([C@@:7]1([NH:12][C:13](N2C=C[N+](C)=C2)=[O:14])[CH2:9][C@H:8]1[CH:10]=[CH2:11])=[O:6])[CH3:3].[CH2:21]([N:29]([CH3:38])[C:30]([C@@H:32]1[CH2:36][C@@H:35]([OH:37])[CH2:34][NH:33]1)=[O:31])[CH2:22][CH2:23][CH2:24][CH2:25][CH:26]=[CH:27][CH3:28].C(OC([C@@]1(NC(N2C[C@H](O)C[C@H]2C(=O)N(CCCCC=C)C)=O)C[C@@H]1C=C)=O)C, predict the reaction product. The product is: [CH2:2]([O:4][C:5]([C@@:7]1([NH:12][C:13]([N:33]2[CH2:34][C@H:35]([OH:37])[CH2:36][C@H:32]2[C:30](=[O:31])[N:29]([CH2:21][CH2:22][CH2:23][CH2:24][CH:25]=[CH:26][CH2:27][CH3:28])[CH3:38])=[O:14])[CH2:9][C@@H:8]1[CH:10]=[CH2:11])=[O:6])[CH3:3]. (7) Given the reactants C[Si](I)(C)C.C1(C[O:13][C:14]2[CH:15]=[C:16]([C:20]3[CH:28]=[C:27]4[C:23]([C:24]([NH:29][C:30](=[O:34])[CH2:31][CH2:32][CH3:33])=[N:25][NH:26]4)=[CH:22][CH:21]=3)[CH:17]=[CH:18][CH:19]=2)C=CC=CC=1, predict the reaction product. The product is: [OH:13][C:14]1[CH:15]=[C:16]([C:20]2[CH:28]=[C:27]3[C:23]([C:24]([NH:29][C:30](=[O:34])[CH2:31][CH2:32][CH3:33])=[N:25][NH:26]3)=[CH:22][CH:21]=2)[CH:17]=[CH:18][CH:19]=1.